This data is from Reaction yield outcomes from USPTO patents with 853,638 reactions. The task is: Predict the reaction yield, written as a fraction of the theoretical maximum amount of product (1.0 means a 100% yield; for example, 0.34 means a 34% yield). (1) The reactants are [O:1]=[C:2]1[CH2:6][CH2:5][CH2:4][N:3]1[CH2:7][CH2:8][O:9][C:10]1[CH:11]=[C:12]2[C:22](=[O:23])[C:21]3[C:16](=[CH:17][CH:18]=[CH:19][CH:20]=3)[C:13]2=[N:14][CH:15]=1.C(=O)([O-])[O-].[K+].[K+].C[Si](C)(C)[C:32]([F:35])([F:34])[F:33].[F-].C([N+](CCCC)(CCCC)CCCC)CCC. The catalyst is O1CCCC1.C(OCC)(=O)C.C(O)(=O)C.CN(C)C=O. The product is [OH:23][C:22]1([C:32]([F:35])([F:34])[F:33])[C:12]2[C:13](=[N:14][CH:15]=[C:10]([O:9][CH2:8][CH2:7][N:3]3[CH2:4][CH2:5][CH2:6][C:2]3=[O:1])[CH:11]=2)[C:16]2[C:21]1=[CH:20][CH:19]=[CH:18][CH:17]=2. The yield is 0.680. (2) The product is [ClH:26].[F:25][C:20]1[CH:21]=[CH:22][CH:23]=[CH:24][C:19]=1[C:17]1[O:16][N:15]=[C:14]([CH:10]2[CH2:11][CH2:12][CH2:13][NH:8][CH2:9]2)[N:18]=1. The catalyst is Cl. The yield is 1.00. The reactants are C(OC([N:8]1[CH2:13][CH2:12][CH2:11][CH:10]([C:14]2[N:18]=[C:17]([C:19]3[CH:24]=[CH:23][CH:22]=[CH:21][C:20]=3[F:25])[O:16][N:15]=2)[CH2:9]1)=O)(C)(C)C.[Cl:26]CCl. (3) The reactants are [C:1]([O:9][C@H:10]1[CH2:14][C@@H:13]([O:15]CC2C=CC=CC=2)[CH2:12][C@@H:11]1[C:23]1[N:27]([CH3:28])[N:26]=[CH:25][CH:24]=1)(=[O:8])[C:2]1[CH:7]=[CH:6][CH:5]=[CH:4][CH:3]=1. The catalyst is [C].[Pd].C(O)C. The product is [C:1]([O:9][C@H:10]1[CH2:14][C@@H:13]([OH:15])[CH2:12][C@@H:11]1[C:23]1[N:27]([CH3:28])[N:26]=[CH:25][CH:24]=1)(=[O:8])[C:2]1[CH:3]=[CH:4][CH:5]=[CH:6][CH:7]=1. The yield is 0.910. (4) The reactants are [NH2:1][C:2]1[C:7]2=[C:8](Br)[CH:9]=[C:10]([C:11](=[O:19])[CH2:12][N:13]3[CH2:18][CH2:17][O:16][CH2:15][CH2:14]3)[N:6]2[N:5]=[CH:4][N:3]=1.CN(C=O)C.[CH2:26]([N:33]1[CH:41]=[C:40]2[C:35]([CH:36]=[C:37](B3OC(C)(C)C(C)(C)O3)[CH:38]=[CH:39]2)=[N:34]1)[C:27]1[CH:32]=[CH:31][CH:30]=[CH:29][CH:28]=1.C([O-])([O-])=O.[K+].[K+]. The catalyst is O1CCOCC1.C1C=CC([P]([Pd]([P](C2C=CC=CC=2)(C2C=CC=CC=2)C2C=CC=CC=2)([P](C2C=CC=CC=2)(C2C=CC=CC=2)C2C=CC=CC=2)[P](C2C=CC=CC=2)(C2C=CC=CC=2)C2C=CC=CC=2)(C2C=CC=CC=2)C2C=CC=CC=2)=CC=1.O. The product is [NH2:1][C:2]1[C:7]2=[C:8]([C:37]3[CH:38]=[CH:39][C:40]4[C:35]([CH:36]=3)=[N:34][N:33]([CH2:26][C:27]3[CH:32]=[CH:31][CH:30]=[CH:29][CH:28]=3)[CH:41]=4)[CH:9]=[C:10]([C:11](=[O:19])[CH2:12][N:13]3[CH2:18][CH2:17][O:16][CH2:15][CH2:14]3)[N:6]2[N:5]=[CH:4][N:3]=1. The yield is 0.160. (5) The reactants are [F:1][C@H:2]1[C@H:8]([OH:9])[CH2:7][CH2:6][N:5]([C:10]([O:12][C:13]([CH3:16])([CH3:15])[CH3:14])=[O:11])[CH2:4][CH2:3]1.ClCC(O)=O.C1C=CC(P(C2C=CC=CC=2)C2C=CC=CC=2)=CC=1.CCOC(/N=N/C(OCC)=O)=O. The catalyst is C1COCC1. The product is [F:1][C@H:2]1[C@@H:8]([OH:9])[CH2:7][CH2:6][N:5]([C:10]([O:12][C:13]([CH3:16])([CH3:15])[CH3:14])=[O:11])[CH2:4][CH2:3]1. The yield is 0.890. (6) The reactants are [CH2:1]([N:5]([CH2:33][CH:34]([CH3:36])[CH3:35])[C:6]1[CH:11]=[CH:10][C:9]([C@H:12]([CH3:18])[CH2:13][C:14]([O:16]C)=[O:15])=[CH:8][C:7]=1[NH:19][C:20]([NH:22][C:23]1[CH:24]=[C:25]2[C:30](=[CH:31][CH:32]=1)[N:29]=[CH:28][CH:27]=[N:26]2)=[O:21])[CH:2]([CH3:4])[CH3:3].[OH-].[Li+].Cl. The catalyst is O1CCCC1.CO.CCOC(C)=O. The product is [CH2:1]([N:5]([CH2:33][CH:34]([CH3:36])[CH3:35])[C:6]1[CH:11]=[CH:10][C:9]([C@H:12]([CH3:18])[CH2:13][C:14]([OH:16])=[O:15])=[CH:8][C:7]=1[NH:19][C:20]([NH:22][C:23]1[CH:24]=[C:25]2[C:30](=[CH:31][CH:32]=1)[N:29]=[CH:28][CH:27]=[N:26]2)=[O:21])[CH:2]([CH3:4])[CH3:3]. The yield is 0.410. (7) The reactants are [O:1]1[CH:5]=[CH:4][CH:3]=[C:2]1[C:6]1[O:7][C:8]([CH3:34])=[C:9]([CH2:11][O:12][C:13]2[CH:33]=[CH:32][C:16]([CH2:17][O:18][C:19]3[C:23]([CH:24]=O)=[CH:22][N:21]([C:26]4[CH:31]=[CH:30][CH:29]=[CH:28][CH:27]=4)[N:20]=3)=[CH:15][CH:14]=2)[N:10]=1.[CH2:35](P(=O)(OCC)OCC)[P:36](=[O:43])([O:40][CH2:41][CH3:42])[O:37][CH2:38][CH3:39].CN(C)C=O.[H-].[Na+]. The catalyst is O. The product is [O:1]1[CH:5]=[CH:4][CH:3]=[C:2]1[C:6]1[O:7][C:8]([CH3:34])=[C:9]([CH2:11][O:12][C:13]2[CH:14]=[CH:15][C:16]([CH2:17][O:18][C:19]3[C:23](/[CH:24]=[CH:35]/[P:36](=[O:43])([O:40][CH2:41][CH3:42])[O:37][CH2:38][CH3:39])=[CH:22][N:21]([C:26]4[CH:31]=[CH:30][CH:29]=[CH:28][CH:27]=4)[N:20]=3)=[CH:32][CH:33]=2)[N:10]=1. The yield is 0.650. (8) The reactants are [C:1]([C:5]1[CH:10]=[CH:9][C:8]([CH2:11][C:12]#[N:13])=[CH:7][CH:6]=1)([CH3:4])([CH3:3])[CH3:2].C([O:16][C:17]([C:19]1[N:23]([CH3:24])[N:22]=[C:21]([CH3:25])[C:20]=1[CH3:26])=O)C.C(OCCOCCO)C.CO.C[O-].[Na+]. The catalyst is O.COCCOCCOC.CCCCCCC. The product is [C:1]([C:5]1[CH:6]=[CH:7][C:8]([CH:11]([C:17]([C:19]2[N:23]([CH3:24])[N:22]=[C:21]([CH3:25])[C:20]=2[CH3:26])=[O:16])[C:12]#[N:13])=[CH:9][CH:10]=1)([CH3:4])([CH3:2])[CH3:3]. The yield is 0.915. (9) The reactants are [C:1]([NH:4][CH2:5][CH2:6][CH2:7][S:8]([O:11][CH2:12][C:13]([CH3:38])([CH3:37])[CH:14]([O:29]CC1C=CC=CC=1)[C:15]([O:17][CH2:18][CH2:19][O:20][C:21](=[O:28])[C:22]1[CH:27]=[CH:26][CH:25]=[CH:24][CH:23]=1)=[O:16])(=[O:10])=[O:9])(=[O:3])[CH3:2]. The catalyst is [Pd].C(O)C. The product is [C:1]([NH:4][CH2:5][CH2:6][CH2:7][S:8]([O:11][CH2:12][C:13]([CH3:38])([CH3:37])[CH:14]([OH:29])[C:15]([O:17][CH2:18][CH2:19][O:20][C:21](=[O:28])[C:22]1[CH:27]=[CH:26][CH:25]=[CH:24][CH:23]=1)=[O:16])(=[O:10])=[O:9])(=[O:3])[CH3:2]. The yield is 0.470.